This data is from Full USPTO retrosynthesis dataset with 1.9M reactions from patents (1976-2016). The task is: Predict the reactants needed to synthesize the given product. Given the product [CH3:37][C:26]([NH:25][C:11]1[N:10]=[C:9]([N:8]([CH3:17])[C:7]2[N:2]([CH3:1])[C:3](=[O:24])[CH:4]=[C:5]([C:18]3[CH:23]=[CH:22][CH:21]=[CH:20][CH:19]=3)[CH:6]=2)[CH:14]=[CH:13][N:12]=1)([CH3:36])[CH2:27][NH:28][C:29](=[O:35])[O:30][C:31]([CH3:33])([CH3:32])[CH3:34], predict the reactants needed to synthesize it. The reactants are: [CH3:1][N:2]1[C:7]([N:8]([CH3:17])[C:9]2[CH:14]=[CH:13][N:12]=[C:11](SC)[N:10]=2)=[CH:6][C:5]([C:18]2[CH:23]=[CH:22][CH:21]=[CH:20][CH:19]=2)=[CH:4][C:3]1=[O:24].[NH2:25][C:26]([CH3:37])([CH3:36])[CH2:27][NH:28][C:29](=[O:35])[O:30][C:31]([CH3:34])([CH3:33])[CH3:32].